From a dataset of Catalyst prediction with 721,799 reactions and 888 catalyst types from USPTO. Predict which catalyst facilitates the given reaction. (1) Reactant: [CH:1]1([NH2:6])[CH2:5][CH2:4][CH2:3][CH2:2]1.[CH2:7]([O:9][C:10](Cl)=[O:11])[CH3:8].C([O-])([O-])=O.[K+].[K+]. Product: [CH2:7]([O:9][C:10](=[O:11])[NH:6][CH:1]1[CH2:5][CH2:4][CH2:3][CH2:2]1)[CH3:8]. The catalyst class is: 2. (2) Product: [C:37]([OH:40])([C:2]([F:14])([F:13])[F:1])=[O:38].[Cl:15][C:16]1[C:34]([CH3:35])=[CH:33][C:19]([O:20][CH2:21][CH2:22][CH2:23][C:24]2[C:32]3[C:27](=[CH:28][CH:29]=[CH:30][CH:31]=3)[NH:26][C:25]=2[C:2]([F:14])([F:13])[F:1])=[CH:18][C:17]=1[CH3:36]. The catalyst class is: 275. Reactant: [F:1][C:2]([F:14])([F:13])I1C2C=CC=CC=2C(=O)O1.[Cl:15][C:16]1[C:34]([CH3:35])=[CH:33][C:19]([O:20][CH2:21][CH2:22][CH2:23][C:24]2[C:32]3[C:27](=[CH:28][CH:29]=[CH:30][CH:31]=3)[NH:26][CH:25]=2)=[CH:18][C:17]=1[CH3:36].[C:37]([O-:40])(O)=[O:38].[Na+]. (3) Reactant: [Br:1][C:2]1[NH:6][N:5]=[CH:4][CH:3]=1.Br[CH2:8][C:9]1[CH:18]=[CH:17][C:12]([C:13]([O:15][CH3:16])=[O:14])=[CH:11][CH:10]=1.C([O-])([O-])=O.[K+].[K+].CC(=O)CC. Product: [Br:1][C:2]1[N:6]([CH2:8][C:9]2[CH:18]=[CH:17][C:12]([C:13]([O:15][CH3:16])=[O:14])=[CH:11][CH:10]=2)[N:5]=[CH:4][CH:3]=1. The catalyst class is: 13. (4) Reactant: Cl.[N:2]1([C:8]2[N:13]=[CH:12][C:11]([O:14][CH2:15][C:16]3[C:21]([C:22]#[N:23])=[CH:20][N:19]=[CH:18][CH:17]=3)=[CH:10][N:9]=2)[CH2:7][CH2:6][NH:5][CH2:4][CH2:3]1.Cl[C:25]1[N:30]=[CH:29][C:28]([F:31])=[CH:27][N:26]=1.C(N(C(C)C)C(C)C)C. Product: [F:31][C:28]1[CH:27]=[N:26][C:25]([N:5]2[CH2:4][CH2:3][N:2]([C:8]3[N:13]=[CH:12][C:11]([O:14][CH2:15][C:16]4[C:21]([C:22]#[N:23])=[CH:20][N:19]=[CH:18][CH:17]=4)=[CH:10][N:9]=3)[CH2:7][CH2:6]2)=[N:30][CH:29]=1. The catalyst class is: 290. (5) Reactant: [Cl:1][C:2]1[CH:3]=[C:4]([CH:8]=[CH:9][N:10]=1)[C:5](O)=[O:6].B. Product: [Cl:1][C:2]1[CH:3]=[C:4]([CH2:5][OH:6])[CH:8]=[CH:9][N:10]=1. The catalyst class is: 1. (6) Reactant: [C:1]([C:4]1[CH:5]=[C:6]([CH:9]=[CH:10][CH:11]=1)[C:7]#[N:8])(=[O:3])[CH3:2]. Product: [OH:3][C@@H:1]([C:4]1[CH:5]=[C:6]([CH:9]=[CH:10][CH:11]=1)[C:7]#[N:8])[CH3:2]. The catalyst class is: 25.